This data is from Forward reaction prediction with 1.9M reactions from USPTO patents (1976-2016). The task is: Predict the product of the given reaction. Given the reactants [CH3:1][O:2][C:3](=[O:18])[CH:4]([C:11]1[CH:16]=[CH:15][C:14](I)=[CH:13][CH:12]=1)[CH2:5][CH:6]1[CH2:10][CH2:9][CH2:8][CH2:7]1.[C:19]([C:21]1([OH:27])[CH2:26][CH2:25][CH2:24][CH2:23][CH2:22]1)#[CH:20], predict the reaction product. The product is: [CH3:1][O:2][C:3](=[O:18])[CH:4]([C:11]1[CH:16]=[CH:15][C:14]([C:20]#[C:19][C:21]2([OH:27])[CH2:26][CH2:25][CH2:24][CH2:23][CH2:22]2)=[CH:13][CH:12]=1)[CH2:5][CH:6]1[CH2:10][CH2:9][CH2:8][CH2:7]1.